From a dataset of Catalyst prediction with 721,799 reactions and 888 catalyst types from USPTO. Predict which catalyst facilitates the given reaction. (1) Reactant: C[O:2][C:3](=[O:19])[CH2:4][C:5]([S:8][C:9]1[CH:14]=[C:13]([CH3:15])[C:12]([OH:16])=[C:11]([CH3:17])[C:10]=1[CH3:18])([CH3:7])[CH3:6].O.Cl. Product: [OH:16][C:12]1[C:13]([CH3:15])=[CH:14][C:9]([S:8][C:5]([CH3:6])([CH3:7])[CH2:4][C:3]([OH:19])=[O:2])=[C:10]([CH3:18])[C:11]=1[CH3:17]. The catalyst class is: 562. (2) Reactant: [C:1]([O:5][C:6]([NH:8][C:9]1[C:13]([C:14]([OH:16])=O)=[CH:12][N:11]([CH3:17])[N:10]=1)=[O:7])([CH3:4])([CH3:3])[CH3:2].Cl.[Cl:19][C:20]1[CH:25]=[CH:24][C:23]([CH:26]2[CH2:31][CH2:30][CH2:29][NH:28][CH2:27]2)=[C:22]([C:32]([F:35])([F:34])[F:33])[CH:21]=1.C(N(CC)CC)C.C(Cl)CCl.C1C=NC2N(O)N=NC=2C=1. Product: [Cl:19][C:20]1[CH:25]=[CH:24][C:23]([CH:26]2[CH2:31][CH2:30][CH2:29][N:28]([C:14]([C:13]3[C:9]([NH:8][C:6](=[O:7])[O:5][C:1]([CH3:2])([CH3:3])[CH3:4])=[N:10][N:11]([CH3:17])[CH:12]=3)=[O:16])[CH2:27]2)=[C:22]([C:32]([F:35])([F:33])[F:34])[CH:21]=1. The catalyst class is: 2. (3) Reactant: [N+:1]([C:4]1[CH:5]=[C:6]([C:10]2[CH:15]=[CH:14][CH:13]=[C:12]([C:16]3[N:21]=[C:20]([C:22]([F:25])([F:24])[F:23])[CH:19]=[C:18]([C:26]4[CH:31]=[CH:30][C:29]([C:32]([F:35])([F:34])[F:33])=[CH:28][CH:27]=4)[N:17]=3)[CH:11]=2)[CH:7]=[CH:8][CH:9]=1)([O-])=O.C1COCC1. Product: [F:25][C:22]([F:23])([F:24])[C:20]1[CH:19]=[C:18]([C:26]2[CH:31]=[CH:30][C:29]([C:32]([F:35])([F:34])[F:33])=[CH:28][CH:27]=2)[N:17]=[C:16]([C:12]2[CH:11]=[C:10]([C:6]3[CH:7]=[CH:8][CH:9]=[C:4]([NH2:1])[CH:5]=3)[CH:15]=[CH:14][CH:13]=2)[N:21]=1. The catalyst class is: 19. (4) Reactant: FC(F)(F)C(O)=O.[CH3:8][C@@H:9]1[CH2:13][CH2:12][CH2:11][N:10]1[CH2:14][CH2:15][C:16]1[CH:21]=[CH:20][C:19]([C:22]2[CH:27]=[CH:26][C:25]([CH2:28][CH2:29][C:30]([NH:32][CH2:33][C:34]([O:36]C)=[O:35])=[O:31])=[CH:24][CH:23]=2)=[CH:18][CH:17]=1.[OH-].[Na+].Cl. Product: [CH3:8][C@@H:9]1[CH2:13][CH2:12][CH2:11][N:10]1[CH2:14][CH2:15][C:16]1[CH:17]=[CH:18][C:19]([C:22]2[CH:27]=[CH:26][C:25]([CH2:28][CH2:29][C:30]([NH:32][CH2:33][C:34]([OH:36])=[O:35])=[O:31])=[CH:24][CH:23]=2)=[CH:20][CH:21]=1. The catalyst class is: 5. (5) Reactant: [Br:1][C:2]1[CH:3]=[C:4]([CH:30]=[CH:31][CH:32]=1)[C:5]([NH:7][CH:8]([C:10]1[N:15]=[N:14][C:13]([NH:16][C:17]2[CH:22]=[CH:21][C:20]([N:23]3[CH2:28][CH2:27][O:26][CH2:25][CH2:24]3)=[C:19]([Cl:29])[CH:18]=2)=[N:12][CH:11]=1)[CH3:9])=O.N1C=NC=N1.P(Cl)(Cl)(Cl)=O. Product: [Br:1][C:2]1[CH:3]=[C:4]([C:5]2[N:15]3[C:10]([CH:11]=[N:12][C:13]([NH:16][C:17]4[CH:22]=[CH:21][C:20]([N:23]5[CH2:28][CH2:27][O:26][CH2:25][CH2:24]5)=[C:19]([Cl:29])[CH:18]=4)=[N:14]3)=[C:8]([CH3:9])[N:7]=2)[CH:30]=[CH:31][CH:32]=1. The catalyst class is: 17. (6) Reactant: [F:1][C:2]1([F:26])[CH:12]2[N:13](S(C3C=CC=CC=3[N+]([O-])=O)(=O)=O)[CH:8]([CH2:9][O:10][CH2:11]2)[C:7]2[CH:6]=[N:5]N[C:3]1=2.[Li+].[OH-].SCC(O)=[O:32]. Product: [F:1][C:2]1([F:26])[CH:12]2[NH:13][CH:8]([CH2:9][O:10][CH2:11]2)[C:7]2[CH:6]=[N:5][O:32][C:3]1=2. The catalyst class is: 3. (7) Reactant: [CH3:1][O:2][C:3]1[CH:4]=[C:5]2[C:10](=[CH:11][CH:12]=1)[C:9]([CH2:13][CH2:14][CH2:15][CH2:16][CH2:17][CH2:18][CH2:19][C:20]([CH2:27][CH2:28][CH2:29][C:30]([F:36])([F:35])[C:31]([F:34])([F:33])[F:32])(C(O)=O)[C:21]([OH:23])=[O:22])=[C:8]([C:37]1[CH:42]=[CH:41][C:40]([O:43][CH3:44])=[CH:39][CH:38]=1)[CH:7]=[CH:6]2.O. Product: [CH3:1][O:2][C:3]1[CH:4]=[C:5]2[C:10](=[CH:11][CH:12]=1)[C:9]([CH2:13][CH2:14][CH2:15][CH2:16][CH2:17][CH2:18][CH2:19][CH:20]([CH2:27][CH2:28][CH2:29][C:30]([F:36])([F:35])[C:31]([F:34])([F:33])[F:32])[C:21]([OH:23])=[O:22])=[C:8]([C:37]1[CH:42]=[CH:41][C:40]([O:43][CH3:44])=[CH:39][CH:38]=1)[CH:7]=[CH:6]2. The catalyst class is: 16.